From a dataset of Reaction yield outcomes from USPTO patents with 853,638 reactions. Predict the reaction yield, written as a fraction of the theoretical maximum amount of product (1.0 means a 100% yield; for example, 0.34 means a 34% yield). The reactants are [C:1]1(B(O)O)[CH:6]=[CH:5][CH:4]=[CH:3][CH:2]=1.Br[C:11]1[CH:12]=[C:13]2[N:19]=[C:18]([N:20]3[CH:26]4[CH2:27][CH2:28][N:23]([CH2:24][CH2:25]4)[CH2:22][CH2:21]3)[O:17][C:14]2=[N:15][CH:16]=1. No catalyst specified. The product is [C:1]1([C:11]2[CH:12]=[C:13]3[N:19]=[C:18]([N:20]4[CH:26]5[CH2:25][CH2:24][N:23]([CH2:28][CH2:27]5)[CH2:22][CH2:21]4)[O:17][C:14]3=[N:15][CH:16]=2)[CH:6]=[CH:5][CH:4]=[CH:3][CH:2]=1. The yield is 0.500.